From a dataset of NCI-60 drug combinations with 297,098 pairs across 59 cell lines. Regression. Given two drug SMILES strings and cell line genomic features, predict the synergy score measuring deviation from expected non-interaction effect. (1) Drug 1: C1=C(C(=O)NC(=O)N1)N(CCCl)CCCl. Drug 2: C1=NC(=NC(=O)N1C2C(C(C(O2)CO)O)O)N. Cell line: HCC-2998. Synergy scores: CSS=16.1, Synergy_ZIP=-3.68, Synergy_Bliss=1.57, Synergy_Loewe=-1.94, Synergy_HSA=0.723. (2) Drug 1: CS(=O)(=O)CCNCC1=CC=C(O1)C2=CC3=C(C=C2)N=CN=C3NC4=CC(=C(C=C4)OCC5=CC(=CC=C5)F)Cl. Drug 2: C(CCl)NC(=O)N(CCCl)N=O. Cell line: OVCAR-5. Synergy scores: CSS=-3.78, Synergy_ZIP=2.74, Synergy_Bliss=2.11, Synergy_Loewe=-3.67, Synergy_HSA=-3.18. (3) Cell line: SR. Drug 2: CC1=C(C(=CC=C1)Cl)NC(=O)C2=CN=C(S2)NC3=CC(=NC(=N3)C)N4CCN(CC4)CCO. Synergy scores: CSS=44.5, Synergy_ZIP=0.407, Synergy_Bliss=-5.02, Synergy_Loewe=-20.4, Synergy_HSA=-6.95. Drug 1: CC(C1=C(C=CC(=C1Cl)F)Cl)OC2=C(N=CC(=C2)C3=CN(N=C3)C4CCNCC4)N. (4) Drug 1: CCCCC(=O)OCC(=O)C1(CC(C2=C(C1)C(=C3C(=C2O)C(=O)C4=C(C3=O)C=CC=C4OC)O)OC5CC(C(C(O5)C)O)NC(=O)C(F)(F)F)O. Drug 2: CCC1(C2=C(COC1=O)C(=O)N3CC4=CC5=C(C=CC(=C5CN(C)C)O)N=C4C3=C2)O.Cl. Cell line: A549. Synergy scores: CSS=47.7, Synergy_ZIP=0.938, Synergy_Bliss=2.08, Synergy_Loewe=2.53, Synergy_HSA=6.55. (5) Drug 1: CC1CCC2CC(C(=CC=CC=CC(CC(C(=O)C(C(C(=CC(C(=O)CC(OC(=O)C3CCCCN3C(=O)C(=O)C1(O2)O)C(C)CC4CCC(C(C4)OC)OCCO)C)C)O)OC)C)C)C)OC. Drug 2: CN(CC1=CN=C2C(=N1)C(=NC(=N2)N)N)C3=CC=C(C=C3)C(=O)NC(CCC(=O)O)C(=O)O. Cell line: SK-MEL-28. Synergy scores: CSS=6.39, Synergy_ZIP=-6.41, Synergy_Bliss=-1.11, Synergy_Loewe=-15.1, Synergy_HSA=-3.78. (6) Drug 1: CCCS(=O)(=O)NC1=C(C(=C(C=C1)F)C(=O)C2=CNC3=C2C=C(C=N3)C4=CC=C(C=C4)Cl)F. Drug 2: C1=NC2=C(N=C(N=C2N1C3C(C(C(O3)CO)O)F)Cl)N. Cell line: NCI-H226. Synergy scores: CSS=16.2, Synergy_ZIP=-1.77, Synergy_Bliss=4.06, Synergy_Loewe=-0.754, Synergy_HSA=2.05.